This data is from Full USPTO retrosynthesis dataset with 1.9M reactions from patents (1976-2016). The task is: Predict the reactants needed to synthesize the given product. (1) Given the product [CH2:1]([O:3][C:4](=[O:31])[C:5]([CH3:22])([O:23][C:24]1[CH:25]=[C:26]([CH3:30])[CH:27]=[CH:28][CH:29]=1)[CH:6]([C:8]1[CH:9]=[CH:10][C:11]([O:14][CH2:15][C:16]2[CH:21]=[CH:20][CH:19]=[CH:18][CH:17]=2)=[CH:12][CH:13]=1)[O:7][C:40](=[O:41])[C:39]([F:50])([F:49])[F:38])[CH3:2], predict the reactants needed to synthesize it. The reactants are: [CH2:1]([O:3][C:4](=[O:31])[C:5]([O:23][C:24]1[CH:25]=[C:26]([CH3:30])[CH:27]=[CH:28][CH:29]=1)([CH3:22])[CH:6]([C:8]1[CH:13]=[CH:12][C:11]([O:14][CH2:15][C:16]2[CH:21]=[CH:20][CH:19]=[CH:18][CH:17]=2)=[CH:10][CH:9]=1)[OH:7])[CH3:2].N1C=CC=CC=1.[F:38][C:39]([F:50])([F:49])[C:40](O[C:40](=[O:41])[C:39]([F:50])([F:49])[F:38])=[O:41].Cl. (2) Given the product [Cl:30][C:31]1[CH:36]=[CH:35][CH:34]=[C:33]([Cl:37])[C:32]=1[C:38]1[C:42]([C:43]([O:1][CH:2]([C:24]2[CH:29]=[CH:28][CH:27]=[CH:26][CH:25]=2)[CH2:3][CH2:4][CH2:5][N:6]2[CH2:7][CH2:8][CH:9]([C:12]3[CH:17]=[CH:16][CH:15]=[C:14]([NH:18][C:19](=[O:23])[CH:20]([CH3:22])[CH3:21])[CH:13]=3)[CH2:10][CH2:11]2)=[O:44])=[C:41]([CH3:46])[O:40][N:39]=1, predict the reactants needed to synthesize it. The reactants are: [OH:1][CH:2]([C:24]1[CH:29]=[CH:28][CH:27]=[CH:26][CH:25]=1)[CH2:3][CH2:4][CH2:5][N:6]1[CH2:11][CH2:10][CH:9]([C:12]2[CH:13]=[C:14]([NH:18][C:19](=[O:23])[CH:20]([CH3:22])[CH3:21])[CH:15]=[CH:16][CH:17]=2)[CH2:8][CH2:7]1.[Cl:30][C:31]1[CH:36]=[CH:35][CH:34]=[C:33]([Cl:37])[C:32]=1[C:38]1[C:42]([C:43](Cl)=[O:44])=[C:41]([CH3:46])[O:40][N:39]=1.